Predict which catalyst facilitates the given reaction. From a dataset of Catalyst prediction with 721,799 reactions and 888 catalyst types from USPTO. (1) Reactant: [C:1]([C:3]1[S:7][C:6]([CH:8]([OH:10])[CH3:9])=[CH:5][CH:4]=1)#[N:2].[H-].[Al+3].[Li+].[H-].[H-].[H-]. Product: [NH2:2][CH2:1][C:3]1[S:7][C:6]([CH:8]([OH:10])[CH3:9])=[CH:5][CH:4]=1. The catalyst class is: 7. (2) Reactant: Cl[C:2]1[CH:7]=[CH:6][C:5]([C:8]([NH:10][C:11]2[S:12][C:13]([C:21]([CH:23]3[CH2:28][CH2:27][O:26][CH2:25][CH2:24]3)=[O:22])=[C:14]([C:16]3[O:17][CH:18]=[CH:19][CH:20]=3)[N:15]=2)=[O:9])=[CH:4][N:3]=1.[NH:29]1[CH2:34][CH2:33][O:32][CH2:31][CH2:30]1. Product: [O:17]1[CH:18]=[CH:19][CH:20]=[C:16]1[C:14]1[N:15]=[C:11]([NH:10][C:8]([C:5]2[CH:6]=[CH:7][C:2]([N:29]3[CH2:34][CH2:33][O:32][CH2:31][CH2:30]3)=[N:3][CH:4]=2)=[O:9])[S:12][C:13]=1[C:21]([CH:23]1[CH2:28][CH2:27][O:26][CH2:25][CH2:24]1)=[O:22]. The catalyst class is: 12. (3) Reactant: [NH2:1]/[C:2](/[CH3:11])=[CH:3]\[C:4]([O:6][CH2:7][CH2:8][C:9]#[N:10])=[O:5].[C:12]([O:18][CH2:19][C:20]1[CH:25]=[CH:24][CH:23]=[CH:22][CH:21]=1)(=[O:17])[CH2:13][C:14]([CH3:16])=O.[Cl:26][C:27]1[CH:28]=[C:29]([CH:32]=[CH:33][CH:34]=1)[CH:30]=O. Product: [Cl:26][C:27]1[CH:28]=[C:29]([CH:30]2[C:13]([C:12]([O:18][CH2:19][C:20]3[CH:25]=[CH:24][CH:23]=[CH:22][CH:21]=3)=[O:17])=[C:14]([CH3:16])[NH:1][C:2]([CH3:11])=[C:3]2[C:4]([O:6][CH2:7][CH2:8][C:9]#[N:10])=[O:5])[CH:32]=[CH:33][CH:34]=1. The catalyst class is: 41. (4) Reactant: [NH2:1][C:2]1[CH:3]=[C:4]([CH:7]=[CH:8][C:9]=1[OH:10])[C:5]#[N:6].[Br:11][C:12]1[CH:17]=[CH:16][C:15]([N:18]=[C:19]=S)=[CH:14][CH:13]=1.C(N(CC)CC)C. Product: [Br:11][C:12]1[CH:17]=[CH:16][C:15]([NH:18][C:19]2[O:10][C:9]3[CH:8]=[CH:7][C:4]([C:5]#[N:6])=[CH:3][C:2]=3[N:1]=2)=[CH:14][CH:13]=1. The catalyst class is: 10. (5) Reactant: [CH2:1]([O:8][C@H:9]1[C@H:14]([O:15][CH2:16][C:17]2[CH:22]=[CH:21][CH:20]=[CH:19][CH:18]=2)[C@@H:13]([O:23][CH2:24][C:25]2[CH:30]=[CH:29][CH:28]=[CH:27][CH:26]=2)[C@@H:12]([OH:31])[CH:11]=[C:10]1[CH2:32][O:33][CH2:34][C:35]1[CH:40]=[CH:39][CH:38]=[CH:37][CH:36]=1)[C:2]1[CH:7]=[CH:6][CH:5]=[CH:4][CH:3]=1.C1(P(C2C=CC=CC=2)C2C=CC=CC=2)C=CC=CC=1.[Cl:60][C:61]1[CH:66]=[CH:65][C:64](O)=[C:63]([CH2:68][C:69]2[CH:74]=[CH:73][C:72]([CH2:75][CH3:76])=[CH:71][CH:70]=2)[CH:62]=1.CC(OC(/N=N/C(OC(C)C)=O)=O)C. Product: [CH2:34]([O:33][CH2:32][C:10]1[C@@H:9]([O:8][CH2:1][C:2]2[CH:7]=[CH:6][CH:5]=[CH:4][CH:3]=2)[C@H:14]([O:15][CH2:16][C:17]2[CH:22]=[CH:21][CH:20]=[CH:19][CH:18]=2)[C@@H:13]([O:23][CH2:24][C:25]2[CH:26]=[CH:27][CH:28]=[CH:29][CH:30]=2)[C@H:12]([O:31][C:64]2[CH:65]=[CH:66][C:61]([Cl:60])=[CH:62][C:63]=2[CH2:68][C:69]2[CH:70]=[CH:71][C:72]([CH2:75][CH3:76])=[CH:73][CH:74]=2)[CH:11]=1)[C:35]1[CH:36]=[CH:37][CH:38]=[CH:39][CH:40]=1. The catalyst class is: 1. (6) Reactant: [NH2:1][C:2]1[N:10]=[CH:9][C:8]([Cl:11])=[CH:7][C:3]=1[C:4]([NH2:6])=[O:5].Br[CH2:13][C:14]1[CH:21]=[C:20]([F:22])[CH:19]=[CH:18][C:15]=1[C:16]#[N:17]. Product: [ClH:11].[Cl:11][C:8]1[CH:7]=[C:3]([C:4]([NH2:6])=[O:5])[C:2](=[NH:1])[N:10]([CH2:13][C:14]2[CH:21]=[C:20]([F:22])[CH:19]=[CH:18][C:15]=2[C:16]#[N:17])[CH:9]=1. The catalyst class is: 9. (7) Reactant: [OH:1][C:2]1[CH:7]=[CH:6][C:5]([C:8]2[S:9][C:10]3[CH2:15][CH2:14][C:13](=O)[NH:12][C:11]=3[N:17]=2)=[CH:4][CH:3]=1. Product: [OH:1][C:2]1[CH:3]=[CH:4][C:5]([C:8]2[S:9][C:10]3[CH2:15][CH2:14][CH2:13][NH:12][C:11]=3[N:17]=2)=[CH:6][CH:7]=1. The catalyst class is: 7. (8) Reactant: [N+:1]([CH2:4][C:5]1[CH:6]=[N:7][NH:8][CH:9]=1)([O-:3])=[O:2].[O:10]1[CH:15]=[CH:14][CH2:13][CH2:12][CH2:11]1.O.CC1C=CC(S(O)(=O)=O)=CC=1.C(=O)([O-])O.[Na+]. Product: [N+:1]([CH2:4][C:5]1[CH:6]=[N:7][N:8]([CH:11]2[CH2:12][CH2:13][CH2:14][CH2:15][O:10]2)[CH:9]=1)([O-:3])=[O:2]. The catalyst class is: 13. (9) Reactant: [C:1]([C:4]1[CH:9]=[CH:8][CH:7]=[CH:6][CH:5]=1)(=O)[CH3:2].[NH:10]1[CH2:14][CH2:13][CH2:12][CH2:11]1. Product: [C:4]1([C:1]([N:10]2[CH2:14][CH2:13][CH2:12][CH2:11]2)=[CH2:2])[CH:9]=[CH:8][CH:7]=[CH:6][CH:5]=1. The catalyst class is: 28.